Dataset: Catalyst prediction with 721,799 reactions and 888 catalyst types from USPTO. Task: Predict which catalyst facilitates the given reaction. Reactant: [C:1]([O:9][CH:10]([CH2:63][CH3:64])[CH:11]([CH3:62])[CH:12]1[O:61][CH:13]1[CH2:14][CH:15]([CH3:60])/[CH:16]=[CH:17]/[CH:18]=[C:19](\[CH3:59])/[CH:20]1[O:32][C:30](=[O:31])[CH2:29][CH:28]([O:33][Si](CC)(CC)CC)[CH2:27][CH2:26][C:25]([O:42]C(OCC)C)([CH3:41])[CH:24]([O:48][C:49]([N:51]2[CH2:56][CH2:55][N:54]([CH3:57])[CH2:53][CH2:52]2)=[O:50])[CH:23]=[CH:22][CH:21]1[CH3:58])(=[O:8])[C:2]1[CH:7]=[CH:6][CH:5]=[CH:4][CH:3]=1.C1(C)C=CC(S([O-])(=O)=O)=CC=1.[NH+]1C=CC=CC=1. Product: [C:1]([O:9][CH:10]([CH2:63][CH3:64])[CH:11]([CH3:62])[CH:12]1[O:61][CH:13]1[CH2:14][CH:15]([CH3:60])/[CH:16]=[CH:17]/[CH:18]=[C:19](\[CH3:59])/[CH:20]1[O:32][C:30](=[O:31])[CH2:29][CH:28]([OH:33])[CH2:27][CH2:26][C:25]([OH:42])([CH3:41])[CH:24]([O:48][C:49]([N:51]2[CH2:52][CH2:53][N:54]([CH3:57])[CH2:55][CH2:56]2)=[O:50])[CH:23]=[CH:22][CH:21]1[CH3:58])(=[O:8])[C:2]1[CH:7]=[CH:6][CH:5]=[CH:4][CH:3]=1. The catalyst class is: 5.